From a dataset of Catalyst prediction with 721,799 reactions and 888 catalyst types from USPTO. Predict which catalyst facilitates the given reaction. (1) Reactant: Br[C:2]1[CH:9]=[CH:8][C:5]([C:6]#[N:7])=[C:4]([O:10][CH3:11])[C:3]=1[CH3:12].[CH3:13][CH2:14]O. Product: [CH:13]([C:2]1[CH:9]=[CH:8][C:5]([C:6]#[N:7])=[C:4]([O:10][CH3:11])[C:3]=1[CH3:12])=[CH2:14]. The catalyst class is: 140. (2) Reactant: Cl[C:2]1[CH:11]=[N:10][C:9]2[C:4](=[CH:5][C:6]([O:12][CH3:13])=[CH:7][CH:8]=2)[N:3]=1.CC1(C)C(C)(C)OB([C:22]2[CH:27]=[CH:26][C:25]([CH2:28][C:29]([NH:31][C:32]3[CH:36]=[C:35]([C:37]4([C:40]([F:43])([F:42])[F:41])[CH2:39][CH2:38]4)[O:34][N:33]=3)=[O:30])=[CH:24][CH:23]=2)O1.C([O-])([O-])=O.[Na+].[Na+]. Product: [CH3:13][O:12][C:6]1[CH:5]=[C:4]2[C:9]([N:10]=[CH:11][C:2]([C:22]3[CH:23]=[CH:24][C:25]([CH2:28][C:29]([NH:31][C:32]4[CH:36]=[C:35]([C:37]5([C:40]([F:43])([F:41])[F:42])[CH2:38][CH2:39]5)[O:34][N:33]=4)=[O:30])=[CH:26][CH:27]=3)=[N:3]2)=[CH:8][CH:7]=1. The catalyst class is: 144. (3) Reactant: [H-].[Al+3].[Li+].[H-].[H-].[H-].[CH3:7][C:8]1[O:9][C:10]([CH2:18][CH2:19][S:20][CH3:21])=[C:11]([C:13](OCC)=[O:14])[N:12]=1.O.[OH-].[Na+]. Product: [OH:14][CH2:13][C:11]1[N:12]=[C:8]([CH3:7])[O:9][C:10]=1[CH2:18][CH2:19][S:20][CH3:21]. The catalyst class is: 7. (4) Reactant: Cl[C:2]1[CH:10]=[CH:9][C:5]([C:6]([OH:8])=O)=[CH:4][N:3]=1.CN(C(ON1N=[N:26][C:21]2[CH:22]=[CH:23]C=NC1=2)=[N+](C)C)C.F[P-](F)(F)(F)(F)F.CC[N:37](C(C)C)C(C)C.[NH2:44][C:45]1[S:46][CH:47]=[C:48]([C:50]2[CH:55]=[CH:54][CH:53]=[CH:52][N:51]=2)[N:49]=1. Product: [N:51]1[CH:52]=[CH:53][CH:54]=[CH:55][C:50]=1[C:48]1[N:49]=[C:45]([NH:44][C:6](=[O:8])[C:5]2[CH:9]=[CH:10][C:2]([NH:26][CH2:21][CH2:22][CH2:23][NH2:37])=[N:3][CH:4]=2)[S:46][CH:47]=1. The catalyst class is: 10. (5) Reactant: O.[C:2]1(C)C=CC(S(O)(=O)=O)=CC=1.[OH:13][CH2:14][CH2:15][CH2:16][CH2:17][CH2:18][CH2:19][CH2:20][CH2:21][CH2:22][CH2:23][CH2:24][CH2:25][CH2:26][C:27]([OH:29])=[O:28]. Product: [OH:13][CH2:14][CH2:15][CH2:16][CH2:17][CH2:18][CH2:19][CH2:20][CH2:21][CH2:22][CH2:23][CH2:24][CH2:25][CH2:26][C:27]([O:29][CH3:2])=[O:28]. The catalyst class is: 5.